Dataset: Forward reaction prediction with 1.9M reactions from USPTO patents (1976-2016). Task: Predict the product of the given reaction. (1) Given the reactants [F:1][C:2]1[CH:7]=[CH:6][C:5]([NH2:8])=[CH:4][C:3]=1[N+:9]([O-:11])=[O:10].N1C=CC=CC=1.[Cl:18][C:19]1[CH:20]=[C:21]([CH:25]=[C:26]([Cl:28])[CH:27]=1)[C:22](Cl)=[O:23], predict the reaction product. The product is: [Cl:18][C:19]1[CH:20]=[C:21]([CH:25]=[C:26]([Cl:28])[CH:27]=1)[C:22]([NH:8][C:5]1[CH:6]=[CH:7][C:2]([F:1])=[C:3]([N+:9]([O-:11])=[O:10])[CH:4]=1)=[O:23]. (2) Given the reactants [C:1]([C:3]1([OH:23])[CH2:8][CH2:7][N:6]([C:9](=[O:22])[CH2:10][C:11]2[CH:16]=[CH:15][C:14]([N:17]3[CH:21]=[N:20][N:19]=[N:18]3)=[CH:13][CH:12]=2)[CH2:5][CH2:4]1)#[CH:2].I[C:25]1[C:26]([CH3:33])=[C:27]([CH:30]=[CH:31][CH:32]=1)[C:28]#[N:29], predict the reaction product. The product is: [OH:23][C:3]1([C:1]#[C:2][C:25]2[C:26]([CH3:33])=[C:27]([CH:30]=[CH:31][CH:32]=2)[C:28]#[N:29])[CH2:4][CH2:5][N:6]([C:9](=[O:22])[CH2:10][C:11]2[CH:16]=[CH:15][C:14]([N:17]3[CH:21]=[N:20][N:19]=[N:18]3)=[CH:13][CH:12]=2)[CH2:7][CH2:8]1.